Dataset: Forward reaction prediction with 1.9M reactions from USPTO patents (1976-2016). Task: Predict the product of the given reaction. (1) The product is: [O:37]1[CH2:36][CH2:35][N:34]([C:10]2[C:11]3[S:16][C:15]([CH2:17][N:18]4[CH2:19][CH2:20][N:21]([C:24](=[O:33])[CH2:25][O:26][CH:27]5[CH2:32][CH2:31][CH2:30][CH2:29][O:28]5)[CH2:22][CH2:23]4)=[CH:14][C:12]=3[N:13]=[C:8]([C:5]3[CH:4]=[CH:3][C:2]([NH:1][C:40](=[O:42])[CH3:41])=[N:7][CH:6]=3)[N:9]=2)[CH2:39][CH2:38]1. Given the reactants [NH2:1][C:2]1[N:7]=[CH:6][C:5]([C:8]2[N:9]=[C:10]([N:34]3[CH2:39][CH2:38][O:37][CH2:36][CH2:35]3)[C:11]3[S:16][C:15]([CH2:17][N:18]4[CH2:23][CH2:22][N:21]([C:24](=[O:33])[CH2:25][O:26][CH:27]5[CH2:32][CH2:31][CH2:30][CH2:29][O:28]5)[CH2:20][CH2:19]4)=[CH:14][C:12]=3[N:13]=2)=[CH:4][CH:3]=1.[C:40](OC(=O)C)(=[O:42])[CH3:41], predict the reaction product. (2) Given the reactants [F:1][C:2]1[CH:27]=[CH:26][C:5]([CH2:6][N:7]2[C:15]3[C:10](=[CH:11][CH:12]=[CH:13][CH:14]=3)[CH:9]=[C:8]2[C:16]([N:18]2[CH2:23][CH2:22][CH:21]([CH:24]=O)[CH2:20][CH2:19]2)=[O:17])=[CH:4][CH:3]=1.[CH3:28][NH:29][CH2:30][C:31]1[CH:36]=[CH:35][CH:34]=[CH:33][CH:32]=1.C([BH3-])#N.[Na+].C(O)(=O)C, predict the reaction product. The product is: [CH2:30]([N:29]([CH2:24][CH:21]1[CH2:22][CH2:23][N:18]([C:16]([C:8]2[N:7]([CH2:6][C:5]3[CH:26]=[CH:27][C:2]([F:1])=[CH:3][CH:4]=3)[C:15]3[C:10]([CH:9]=2)=[CH:11][CH:12]=[CH:13][CH:14]=3)=[O:17])[CH2:19][CH2:20]1)[CH3:28])[C:31]1[CH:36]=[CH:35][CH:34]=[CH:33][CH:32]=1. (3) Given the reactants [CH2:1](Cl)[C:2]1[CH:7]=[CH:6][CH:5]=[CH:4][CH:3]=1.[Cl:9][C:10]1[CH:15]=[CH:14][C:13]([C:16](=O)[CH3:17])=[CH:12][CH:11]=1, predict the reaction product. The product is: [Cl:9][C:10]1[CH:15]=[CH:14][C:13](/[C:16](/[CH3:17])=[CH:1]/[C:2]2[CH:7]=[CH:6][CH:5]=[CH:4][CH:3]=2)=[CH:12][CH:11]=1. (4) Given the reactants [NH:1]([C:3]1[N:4]=[C:5]2[CH:11]=[CH:10][N:9]([S:12]([C:15]3[CH:21]=[CH:20][C:18]([CH3:19])=[CH:17][CH:16]=3)(=[O:14])=[O:13])[C:6]2=[N:7][CH:8]=1)[NH2:2].C(Cl)Cl.[C:25]([O:29][C:30]([NH:32][CH:33]1[CH2:37][CH:36]([C:38](O)=[O:39])[CH:35]([CH2:41][CH3:42])[CH2:34]1)=[O:31])([CH3:28])([CH3:27])[CH3:26].CN(C(ON1N=NC2C=CC=NC1=2)=[N+](C)C)C.F[P-](F)(F)(F)(F)F, predict the reaction product. The product is: [C:25]([O:29][C:30](=[O:31])[NH:32][CH:33]1[CH2:37][CH:36]([C:38]([NH:2][NH:1][C:3]2[N:4]=[C:5]3[CH:11]=[CH:10][N:9]([S:12]([C:15]4[CH:21]=[CH:20][C:18]([CH3:19])=[CH:17][CH:16]=4)(=[O:13])=[O:14])[C:6]3=[N:7][CH:8]=2)=[O:39])[CH:35]([CH2:41][CH3:42])[CH2:34]1)([CH3:28])([CH3:27])[CH3:26]. (5) The product is: [C:18]1([C:17]2[C:8]([C:5]3[CH:6]=[CH:7][C:2]([B:29]([OH:32])[OH:30])=[CH:3][CH:4]=3)=[N:9][C:10]3[C:15]([N:16]=2)=[CH:14][CH:13]=[CH:12][CH:11]=3)[CH:23]=[CH:22][CH:21]=[CH:20][CH:19]=1. Given the reactants Br[C:2]1[CH:7]=[CH:6][C:5]([C:8]2[C:17]([C:18]3[CH:23]=[CH:22][CH:21]=[CH:20][CH:19]=3)=[N:16][C:15]3[C:10](=[CH:11][CH:12]=[CH:13][CH:14]=3)[N:9]=2)=[CH:4][CH:3]=1.C([Li])CCC.[B:29](OC)([O:32]C)[O:30]C.Cl, predict the reaction product. (6) Given the reactants C([N:4]1[C:12]2[C:7](=[CH:8][CH:9]=[CH:10][CH:11]=2)[C:6](=[C:13](OCC)[C:14]2[CH:19]=[CH:18][CH:17]=[CH:16][CH:15]=2)[C:5]1=[O:23])(=O)C.[CH3:24][C:25]([C:27]1[CH:32]=[CH:31][C:30]([NH2:33])=[CH:29][CH:28]=1)=[O:26].[OH-].[Na+], predict the reaction product. The product is: [C:25]([C:27]1[CH:32]=[CH:31][C:30]([NH:33]/[C:13](=[C:6]2\[C:5](=[O:23])[NH:4][C:12]3[C:7]\2=[CH:8][CH:9]=[CH:10][CH:11]=3)/[C:14]2[CH:15]=[CH:16][CH:17]=[CH:18][CH:19]=2)=[CH:29][CH:28]=1)(=[O:26])[CH3:24]. (7) Given the reactants [CH2:1]([C:5]1[NH:9][N:8]=[C:7]([C:10]([OH:12])=[O:11])[CH:6]=1)[CH:2]([CH3:4])[CH3:3].S(=O)(=O)(O)O.[N+:18]([O-])([OH:20])=[O:19], predict the reaction product. The product is: [CH2:1]([C:5]1[NH:9][N:8]=[C:7]([C:10]([OH:12])=[O:11])[C:6]=1[N+:18]([O-:20])=[O:19])[CH:2]([CH3:4])[CH3:3].